From a dataset of Forward reaction prediction with 1.9M reactions from USPTO patents (1976-2016). Predict the product of the given reaction. Given the reactants [CH3:1][Si:2]([C:5]#[CH:6])([CH3:4])[CH3:3].[Li]CCCC.[CH2:12]([O:14][C:15]([CH:17]1[CH2:22][C:21](=[O:23])[CH2:20][CH2:19][O:18]1)=[O:16])[CH3:13], predict the reaction product. The product is: [CH2:12]([O:14][C:15]([CH:17]1[CH2:22][C:21]([OH:23])([C:6]#[C:5][Si:2]([CH3:4])([CH3:3])[CH3:1])[CH2:20][CH2:19][O:18]1)=[O:16])[CH3:13].